This data is from Full USPTO retrosynthesis dataset with 1.9M reactions from patents (1976-2016). The task is: Predict the reactants needed to synthesize the given product. Given the product [CH3:1][N:2]1[C:7](=[O:8])[C:6]([NH:9][C:10]2[CH:15]=[CH:14][C:13]([N:16]3[CH2:21][CH2:20][N:19]([CH:22]4[CH2:25][O:24][CH2:23]4)[CH2:18][C@@H:17]3[CH3:48])=[CH:12][N:11]=2)=[CH:5][C:4]([C:26]2[C:31]([CH:32]=[O:33])=[C:30]([N:34]3[CH:46]=[CH:45][N:37]4[C:38]5[CH2:39][CH2:40][CH2:41][CH2:42][C:43]=5[CH:44]=[C:36]4[C:35]3=[O:47])[N:29]=[CH:28][CH:27]=2)=[CH:3]1, predict the reactants needed to synthesize it. The reactants are: [CH3:1][N:2]1[C:7](=[O:8])[C:6]([NH:9][C:10]2[CH:15]=[CH:14][C:13]([N:16]3[CH2:21][CH2:20][N:19]([CH:22]4[CH2:25][O:24][CH2:23]4)[CH2:18][CH2:17]3)=[CH:12][N:11]=2)=[CH:5][C:4]([C:26]2[C:31]([CH:32]=[O:33])=[C:30]([N:34]3[CH:46]=[CH:45][N:37]4[C:38]5[CH2:39][CH2:40][CH2:41][CH2:42][C:43]=5[CH:44]=[C:36]4[C:35]3=[O:47])[N:29]=[CH:28][CH:27]=2)=[CH:3]1.[CH3:48]N1C=C(B2OC(C)(C)C(C)(C)O2)C=C(NC2C=CC(N3CCN(C4COC4)C[C@@H]3C)=CN=2)C1=O.C([O-])(=O)C.[Na+].C(#N)C.